This data is from Full USPTO retrosynthesis dataset with 1.9M reactions from patents (1976-2016). The task is: Predict the reactants needed to synthesize the given product. (1) Given the product [C:4]([N:6]1[CH2:27][CH2:26][O:25][CH2:21][CH2:22]1)(=[O:5])[CH:3]=[CH2:2], predict the reactants needed to synthesize it. The reactants are: C[C:2](C)=[CH:3][C:4]([NH2:6])=[O:5].CC12CC3(N)CC(CC(C)(C3)C1)C2.[C:21]([O:25][CH2:26][C:27]1C=CC=CC=1)(=O)[CH:22]=C.C[C@@]12C(C(C([O-])=O)=C)C[C@H](C1(C)C)CC2.C(OC1CCCCC1)(=O)C=C.C(OC12CC3CC(CC(C3)C1)C2)(=O)C=C. (2) Given the product [Cl:1][C:2]1[CH:7]=[C:6]2[NH:8][C:9](=[O:35])[C:10]3([CH:15]([C:16]4[CH:21]=[CH:20][CH:19]=[C:18]([Cl:22])[CH:17]=4)[CH2:14][C:13](=[O:23])[NH:12][CH:11]3[C:24]3[CH:29]=[C:28]([C:36]#[C:37][CH3:38])[CH:27]=[CH:26][C:25]=3[O:31][CH2:32][CH2:33][OH:34])[C:5]2=[CH:4][CH:3]=1, predict the reactants needed to synthesize it. The reactants are: [Cl:1][C:2]1[CH:7]=[C:6]2[NH:8][C:9](=[O:35])[C:10]3([CH:15]([C:16]4[CH:21]=[CH:20][CH:19]=[C:18]([Cl:22])[CH:17]=4)[CH2:14][C:13](=[O:23])[NH:12][CH:11]3[C:24]3[CH:29]=[C:28](I)[CH:27]=[CH:26][C:25]=3[O:31][CH2:32][CH2:33][OH:34])[C:5]2=[CH:4][CH:3]=1.[CH2:36]([Sn](CCCC)(CCCC)C#CC)[CH2:37][CH2:38]C. (3) Given the product [CH3:1][CH2:2][CH2:3][CH2:4][CH2:5][CH2:6][CH2:7][CH2:8][N:9]1[S:14][CH:13]=[CH:12][C:10]1=[O:11], predict the reactants needed to synthesize it. The reactants are: [CH3:1][CH2:2][CH2:3][CH2:4][CH2:5][CH2:6][CH2:7][CH2:8][N:9]1[S:14][C:13](Cl)=[C:12](Cl)[C:10]1=[O:11]. (4) Given the product [N:9]1[CH:7]=[C:5]2[C:4]([N:3]=[CH:2][NH:6]2)=[N:11][CH:10]=1, predict the reactants needed to synthesize it. The reactants are: C1[CH:2]=[N:3][C:4]2[N:11]=[C:10](N)[NH:9][C:7](=O)[C:5]=2[N:6]=1.C1(Cl)O[C@H](CO)[C@@H](O)[C@H]1O.[H][H]. (5) Given the product [Br:1][C:2]1[CH:10]=[C:9]2[C:5]([C:6]([CH3:11])=[CH:7][NH:8]2)=[CH:4][CH:3]=1, predict the reactants needed to synthesize it. The reactants are: [Br:1][C:2]1[CH:10]=[C:9]2[C:5]([C:6]([CH:11]=O)=[CH:7][NH:8]2)=[CH:4][CH:3]=1.[H-].[H-].[H-].[H-].[Li+].[Al+3]. (6) Given the product [F:1][C:2]1[CH:7]=[CH:6][C:5]([N:8]2[CH:13]=[C:12]([CH3:14])[CH:11]=[C:10]([C:15]([OH:17])=[O:16])[C:9]2=[O:20])=[CH:4][CH:3]=1, predict the reactants needed to synthesize it. The reactants are: [F:1][C:2]1[CH:7]=[CH:6][C:5]([N:8]2[CH:13]=[C:12]([CH3:14])[CH:11]=[C:10]([C:15]([O:17]CC)=[O:16])[C:9]2=[O:20])=[CH:4][CH:3]=1.[OH-].[Na+].Cl.